Predict the reactants needed to synthesize the given product. From a dataset of Full USPTO retrosynthesis dataset with 1.9M reactions from patents (1976-2016). (1) Given the product [CH3:3][C:2]([CH:11]=[O:13])=[O:14].[NH2:1][C@H:2]([C:11]([OH:13])=[O:12])[C@@H:3]([CH3:4])[OH:14], predict the reactants needed to synthesize it. The reactants are: [NH2:1][C@H:2]([C:11]([OH:13])=[O:12])[CH2:3][CH2:4]CC[N+](C)(C)C.[O:14]=C[C@@H]([C@H]([C@@H]([C@@H](CO)O)O)O)O.CC(C=O)=O.C(C=O)=O.C(C(C=O)=O)[C@H](O)[C@H](O)CO.C(O)[C@@H](O)C=O.P(O)(O)(O)=O.OC(O)C(=O)C.P(OCC(O)C=O)(O)(O)=O. (2) Given the product [CH2:24]([NH:26][C:13]1[CH:7]([C:4]2[CH:5]=[CH:6][N:1]=[CH:2][CH:3]=2)[N:8]=[C:9]([C:19]2[S:20][CH:21]=[CH:22][CH:23]=2)[C:10]2[CH:18]=[CH:17][CH:16]=[N:15][C:11]=2[N:12]=1)[CH3:25], predict the reactants needed to synthesize it. The reactants are: [N:1]1[CH:6]=[CH:5][C:4]([CH:7]2[C:13](=O)[NH:12][C:11]3[N:15]=[CH:16][CH:17]=[CH:18][C:10]=3[C:9]([C:19]3[S:20][CH:21]=[CH:22][CH:23]=3)=[N:8]2)=[CH:3][CH:2]=1.[CH2:24]([NH2:26])[CH3:25]. (3) Given the product [CH2:1]([O:8][C:9]1[CH:13]=[C:12]([C:14]([O:16][CH3:25])=[O:15])[N:11]([C:17]2[CH:22]=[CH:21][CH:20]=[CH:19][CH:18]=2)[N:10]=1)[C:2]1[CH:3]=[CH:4][CH:5]=[CH:6][CH:7]=1, predict the reactants needed to synthesize it. The reactants are: [CH2:1]([O:8][C:9]1[CH:13]=[C:12]([C:14]([OH:16])=[O:15])[N:11]([C:17]2[CH:22]=[CH:21][CH:20]=[CH:19][CH:18]=2)[N:10]=1)[C:2]1[CH:7]=[CH:6][CH:5]=[CH:4][CH:3]=1.IC.[C:25](=O)([O-])[O-].[K+].[K+].Cl. (4) Given the product [BrH:11].[Br:11][CH2:9][C:8]([C:7]1[CH:6]=[CH:5][N:4]=[CH:3][C:2]=1[F:1])=[O:10], predict the reactants needed to synthesize it. The reactants are: [F:1][C:2]1[CH:3]=[N:4][CH:5]=[CH:6][C:7]=1[C:8](=[O:10])[CH3:9].[Br:11]Br.C(OC(=O)C)C. (5) Given the product [Br:1][C:2]1[CH:8]=[CH:7][C:5]([N:6]=[C:10]=[O:12])=[CH:4][CH:3]=1, predict the reactants needed to synthesize it. The reactants are: [Br:1][C:2]1[CH:8]=[CH:7][C:5]([NH2:6])=[CH:4][CH:3]=1.Cl[C:10](Cl)([O:12]C(=O)OC(Cl)(Cl)Cl)Cl. (6) Given the product [C:1]([N:4]1[C:12]2[C:7](=[CH:8][CH:9]=[C:10]([NH:13][C:14](=[O:22])[C:15]3[CH:20]=[CH:19][CH:18]=[N:17][C:16]=3[NH:37][CH2:36][C:35]3[CH:34]=[CH:33][N:32]=[C:31]4[NH:27][CH2:28][CH2:29][C:30]=34)[CH:11]=2)[C:6]([CH3:24])([CH3:23])[CH2:5]1)(=[O:3])[CH3:2], predict the reactants needed to synthesize it. The reactants are: [C:1]([N:4]1[C:12]2[C:7](=[CH:8][CH:9]=[C:10]([NH:13][C:14](=[O:22])[C:15]3[CH:20]=[CH:19][CH:18]=[N:17][C:16]=3F)[CH:11]=2)[C:6]([CH3:24])([CH3:23])[CH2:5]1)(=[O:3])[CH3:2].Cl.Cl.[NH:27]1[C:31]2=[N:32][CH:33]=[CH:34][C:35]([CH2:36][NH2:37])=[C:30]2[CH2:29][CH2:28]1. (7) Given the product [CH3:60][N:61]1[C:69]([CH2:70][CH:71]2[CH2:11][CH2:9][N:8]([C:6]([O:5][C:1]([CH3:2])([CH3:3])[CH3:4])=[O:7])[CH2:73][CH2:72]2)=[N:68][C:67]2[C:62]1=[N:63][C:64]([N:83]1[C:87]3[CH:88]=[CH:89][CH:90]=[CH:91][C:86]=3[N:85]=[C:84]1[CH3:92])=[N:65][C:66]=2[N:77]1[CH2:78][CH2:79][O:80][CH2:81][CH2:82]1, predict the reactants needed to synthesize it. The reactants are: [C:1]([O:5][C:6]([NH:8][C@H:9]([C:11](O)=O)C)=[O:7])([CH3:4])([CH3:3])[CH3:2].CN(C)C=O.CN(C(ON1N=NC2C=CC=NC1=2)=[N+](C)C)C.F[P-](F)(F)(F)(F)F.ON1C2C=CC=CC=2N=N1.C(N(CC)CC)C.[CH3:60][N:61]1[C:69]([CH2:70][CH:71]2CCN[CH2:73][CH2:72]2)=[N:68][C:67]2[C:62]1=[N:63][C:64]([N:83]1[C:87]3[CH:88]=[CH:89][CH:90]=[CH:91][C:86]=3[N:85]=[C:84]1[CH3:92])=[N:65][C:66]=2[N:77]1[CH2:82][CH2:81][O:80][CH2:79][CH2:78]1. (8) Given the product [Cl:1][C:2]1[CH:20]=[CH:19][CH:18]=[CH:17][C:3]=1[C:4]([NH:6][C:7]1[S:8][CH:9]=[C:10]([C:12]([OH:14])=[O:13])[N:11]=1)=[O:5], predict the reactants needed to synthesize it. The reactants are: [Cl:1][C:2]1[CH:20]=[CH:19][CH:18]=[CH:17][C:3]=1[C:4]([NH:6][C:7]1[S:8][CH:9]=[C:10]([C:12]([O:14]CC)=[O:13])[N:11]=1)=[O:5].[OH-].[K+].C(O)C. (9) Given the product [C:22]([C:20]1[CH:19]=[CH:18][C:15]([CH:16]=[O:17])=[C:14]([F:13])[CH:21]=1)#[CH:23], predict the reactants needed to synthesize it. The reactants are: CN(CC1C=CC(C#C)=CC=1)C.[F:13][C:14]1[CH:21]=[C:20]([C:22]#[C:23][Si](C)(C)C)[CH:19]=[CH:18][C:15]=1[CH:16]=[O:17].